Dataset: Reaction yield outcomes from USPTO patents with 853,638 reactions. Task: Predict the reaction yield, written as a fraction of the theoretical maximum amount of product (1.0 means a 100% yield; for example, 0.34 means a 34% yield). (1) The reactants are [C:1]([C:3]1[CH:4]=[C:5]([NH:9][C:10](=[O:24])[N:11]([CH2:13][CH2:14][C:15]2[CH:20]=[CH:19][C:18](B(O)O)=[CH:17][CH:16]=2)[CH3:12])[CH:6]=[CH:7][CH:8]=1)#[N:2].[NH2:25][C:26]1[CH:27]=[C:28]([CH:32]=[CH:33][CH:34]=1)[C:29]([NH2:31])=[O:30].O.[C:36]([OH:40])(=[O:39])[CH:37]=O. No catalyst specified. The product is [C:29]([C:28]1[CH:27]=[C:26]([NH:25][CH:37]([C:18]2[CH:19]=[CH:20][C:15]([CH2:14][CH2:13][N:11]([CH3:12])[C:10]([NH:9][C:5]3[CH:6]=[CH:7][CH:8]=[C:3]([C:1]#[N:2])[CH:4]=3)=[O:24])=[CH:16][CH:17]=2)[C:36]([OH:40])=[O:39])[CH:34]=[CH:33][CH:32]=1)(=[O:30])[NH2:31]. The yield is 0.640. (2) The reactants are [F:1][C:2]([F:36])([F:35])[C:3]1[CH:4]=[C:5]([C:13]([CH3:34])([CH3:33])[C:14]([N:16]([C:18]2[CH:19]=[N:20][C:21](Cl)=[CH:22][C:23]=2[C:24]2[CH:29]=[CH:28][C:27]([F:30])=[CH:26][C:25]=2[CH3:31])[CH3:17])=[O:15])[CH:6]=[C:7]([C:9]([F:12])([F:11])[F:10])[CH:8]=1.[CH2:37]([NH2:40])[CH2:38][NH2:39]. The catalyst is COC(C)(C)C. The product is [NH2:39][CH2:38][CH2:37][NH:40][C:21]1[N:20]=[CH:19][C:18]([N:16]([CH3:17])[C:14](=[O:15])[C:13]([C:5]2[CH:4]=[C:3]([C:2]([F:36])([F:35])[F:1])[CH:8]=[C:7]([C:9]([F:12])([F:11])[F:10])[CH:6]=2)([CH3:34])[CH3:33])=[C:23]([C:24]2[CH:29]=[CH:28][C:27]([F:30])=[CH:26][C:25]=2[CH3:31])[CH:22]=1. The yield is 0.880.